From a dataset of Full USPTO retrosynthesis dataset with 1.9M reactions from patents (1976-2016). Predict the reactants needed to synthesize the given product. (1) The reactants are: [CH2:1]([O:5][C:6]1[N:14]=[C:13]2[C:9]([N:10]=[C:11]([O:20]C)[N:12]2[CH2:15][CH2:16][CH2:17][CH2:18]Cl)=[C:8]([NH2:22])[N:7]=1)[CH2:2][CH2:3][CH3:4].[CH3:23][CH:24]([N:26]1[CH2:31][CH2:30][NH:29][CH2:28][CH2:27]1)[CH3:25]. Given the product [NH2:22][C:8]1[N:7]=[C:6]([O:5][CH2:1][CH2:2][CH2:3][CH3:4])[N:14]=[C:13]2[C:9]=1[NH:10][C:11](=[O:20])[N:12]2[CH2:15][CH2:16][CH2:17][CH2:18][N:29]1[CH2:30][CH2:31][N:26]([CH:24]([CH3:25])[CH3:23])[CH2:27][CH2:28]1, predict the reactants needed to synthesize it. (2) Given the product [CH2:36]([O:35][C:33]([NH:32][CH2:31][CH2:30][C:29]([NH:28][C:9]([CH2:10][CH2:11][C:12]([OH:14])=[O:13])([CH2:19][CH2:20][C:21]([OH:23])=[O:22])[CH2:8][CH2:7][C:6]([OH:44])=[O:5])=[O:43])=[O:34])[C:37]1[CH:38]=[CH:39][CH:40]=[CH:41][CH:42]=1, predict the reactants needed to synthesize it. The reactants are: C([O:5][C:6](=[O:44])[CH2:7][CH2:8][C:9]([NH:28][C:29](=[O:43])[CH2:30][CH2:31][NH:32][C:33]([O:35][CH2:36][C:37]1[CH:42]=[CH:41][CH:40]=[CH:39][CH:38]=1)=[O:34])([CH2:19][CH2:20][C:21]([O:23]C(C)(C)C)=[O:22])[CH2:10][CH2:11][C:12]([O:14]C(C)(C)C)=[O:13])(C)(C)C. (3) Given the product [O:29]=[CH:28][CH2:27][CH2:26][C:2]1[CH:3]=[CH:4][C:5]2[CH2:11][CH2:10][CH2:9][CH2:8][N:7]([C:12]([O:14][C:15]([CH3:18])([CH3:17])[CH3:16])=[O:13])[C:6]=2[N:19]=1, predict the reactants needed to synthesize it. The reactants are: Cl[C:2]1[CH:3]=[CH:4][C:5]2[CH2:11][CH2:10][CH2:9][CH2:8][N:7]([C:12]([O:14][C:15]([CH3:18])([CH3:17])[CH3:16])=[O:13])[C:6]=2[N:19]=1.C(=O)([O-])[O-].[K+].[K+].[CH2:26]1C[O:29][CH2:28][CH2:27]1.